Dataset: Full USPTO retrosynthesis dataset with 1.9M reactions from patents (1976-2016). Task: Predict the reactants needed to synthesize the given product. Given the product [Cl:20][C:21]1[CH:26]=[CH:25][C:24]([CH2:27][C:28]([NH:1][N:2]2[N:11]=[C:10]([C:12]3[CH:13]=[N:14][C:15]([Cl:18])=[CH:16][CH:17]=3)[C:9]3[C:4](=[CH:5][CH:6]=[CH:7][CH:8]=3)[C:3]2=[O:19])=[O:29])=[CH:23][CH:22]=1, predict the reactants needed to synthesize it. The reactants are: [NH2:1][N:2]1[N:11]=[C:10]([C:12]2[CH:13]=[N:14][C:15]([Cl:18])=[CH:16][CH:17]=2)[C:9]2[C:4](=[CH:5][CH:6]=[CH:7][CH:8]=2)[C:3]1=[O:19].[Cl:20][C:21]1[CH:26]=[CH:25][C:24]([CH2:27][C:28](Cl)=[O:29])=[CH:23][CH:22]=1.